This data is from Forward reaction prediction with 1.9M reactions from USPTO patents (1976-2016). The task is: Predict the product of the given reaction. (1) Given the reactants [C:1]([O:5][C:6]([NH:8][CH2:9][C@H:10]1[CH2:15][CH2:14][C@H:13]([C:16]([NH:18][C@H:19]([C:37](=[O:50])[NH:38][C:39]2[CH:44]=[CH:43][C:42]([C:45]3[N:46]=[N:47][NH:48][N:49]=3)=[CH:41][CH:40]=2)[CH2:20][C:21]2[CH:26]=[CH:25][C:24]([C:27]3[CH:32]=[CH:31][CH:30]=[C:29]([C:33]([O:35]C)=[O:34])[CH:28]=3)=[CH:23][CH:22]=2)=[O:17])[CH2:12][CH2:11]1)=[O:7])([CH3:4])([CH3:3])[CH3:2].O.[OH-].[Li+].Cl, predict the reaction product. The product is: [C:1]([O:5][C:6]([NH:8][CH2:9][C@H:10]1[CH2:15][CH2:14][C@H:13]([C:16]([NH:18][C@H:19]([C:37](=[O:50])[NH:38][C:39]2[CH:44]=[CH:43][C:42]([C:45]3[N:46]=[N:47][NH:48][N:49]=3)=[CH:41][CH:40]=2)[CH2:20][C:21]2[CH:26]=[CH:25][C:24]([C:27]3[CH:32]=[CH:31][CH:30]=[C:29]([C:33]([OH:35])=[O:34])[CH:28]=3)=[CH:23][CH:22]=2)=[O:17])[CH2:12][CH2:11]1)=[O:7])([CH3:4])([CH3:2])[CH3:3]. (2) Given the reactants Br[C:2]1[CH:7]=[C:6]([O:8][CH2:9][CH:10]2[CH2:12][CH2:11]2)[C:5]([CH:13]2[CH2:15][CH2:14]2)=[CH:4][N:3]=1.[Cu][C:17]#[N:18], predict the reaction product. The product is: [CH:13]1([C:5]2[C:6]([O:8][CH2:9][CH:10]3[CH2:12][CH2:11]3)=[CH:7][C:2]([C:17]#[N:18])=[N:3][CH:4]=2)[CH2:15][CH2:14]1. (3) Given the reactants [CH3:1][CH2:2][C:3]1[S:7][C:6]([NH:8][C:9]([CH2:11][N:12]([CH3:14])[CH3:13])=[O:10])=[N:5][N:4]=1.OO.[CH3:17]C(O)=O, predict the reaction product. The product is: [CH3:17][CH2:1][CH2:2][C:3]1[S:7][C:6]([NH:8][C:9]([CH2:11][N:12]([CH3:14])[CH3:13])=[O:10])=[N:5][N:4]=1. (4) Given the reactants Cl.[CH3:2][S:3]([CH:6]1[CH2:11][CH2:10][NH:9][CH2:8][CH2:7]1)(=[O:5])=[O:4].C(N(C(C)C)CC)(C)C.Cl[C:22]1[N:23]([CH2:44][C:45]([F:48])([F:47])[F:46])[C:24]2[C:29]([N:30]=1)=[C:28]([N:31]1[CH2:36][CH2:35][O:34][CH2:33][CH2:32]1)[N:27]=[C:26]([C:37]1[CH:38]=[N:39][C:40]([NH2:43])=[N:41][CH:42]=1)[N:25]=2, predict the reaction product. The product is: [CH3:2][S:3]([CH:6]1[CH2:11][CH2:10][N:9]([C:22]2[N:23]([CH2:44][C:45]([F:46])([F:48])[F:47])[C:24]3[C:29]([N:30]=2)=[C:28]([N:31]2[CH2:32][CH2:33][O:34][CH2:35][CH2:36]2)[N:27]=[C:26]([C:37]2[CH:42]=[N:41][C:40]([NH2:43])=[N:39][CH:38]=2)[N:25]=3)[CH2:8][CH2:7]1)(=[O:5])=[O:4]. (5) Given the reactants I[CH2:2][C:3]1([C:8]([O:10][CH3:11])=[O:9])[CH2:7][CH2:6][CH2:5][CH2:4]1.[NH:12]1[CH2:17][CH2:16][CH:15]([CH2:18][NH:19][C:20](=[O:26])[O:21][C:22]([CH3:25])([CH3:24])[CH3:23])[CH2:14][CH2:13]1.CCN(C(C)C)C(C)C, predict the reaction product. The product is: [C:22]([O:21][C:20]([NH:19][CH2:18][CH:15]1[CH2:14][CH2:13][N:12]([CH2:2][C:3]2([C:8]([O:10][CH3:11])=[O:9])[CH2:7][CH2:6][CH2:5][CH2:4]2)[CH2:17][CH2:16]1)=[O:26])([CH3:25])([CH3:23])[CH3:24]. (6) Given the reactants [CH:1]1([CH2:4][N:5]2[C:9]3[CH:10]=[CH:11][C:12]([C:18]4[CH:31]=[CH:30][C:21]([CH2:22][NH:23][CH2:24][C:25]([O:27][CH2:28][CH3:29])=[O:26])=[CH:20][CH:19]=4)=[C:13]([C:14]([F:17])([F:16])[F:15])[C:8]=3[N:7]=[N:6]2)[CH2:3][CH2:2]1.Cl.[O-:33][C:34]#[N:35].[K+].C(=O)(O)[O-].[Na+], predict the reaction product. The product is: [C:34]([N:23]([CH2:22][C:21]1[CH:30]=[CH:31][C:18]([C:12]2[CH:11]=[CH:10][C:9]3[N:5]([CH2:4][CH:1]4[CH2:2][CH2:3]4)[N:6]=[N:7][C:8]=3[C:13]=2[C:14]([F:15])([F:16])[F:17])=[CH:19][CH:20]=1)[CH2:24][C:25]([O:27][CH2:28][CH3:29])=[O:26])(=[O:33])[NH2:35]. (7) Given the reactants [O:1]1[CH2:5][CH2:4][CH2:3][CH:2]1[CH2:6][NH:7][C:8]1[C:9]2[N:10]([CH:16]=[CH:17][CH:18]=2)[N:11]=[CH:12][C:13]=1[C:14]#[N:15].[OH-:19].[NH4+].OO, predict the reaction product. The product is: [O:1]1[CH2:5][CH2:4][CH2:3][CH:2]1[CH2:6][NH:7][C:8]1[C:9]2[N:10]([CH:16]=[CH:17][CH:18]=2)[N:11]=[CH:12][C:13]=1[C:14]([NH2:15])=[O:19]. (8) The product is: [S:13]1[CH:17]=[CH:16][CH:15]=[C:14]1[CH2:18][CH2:20][NH:22][C:10]([C:8]12[CH2:7][CH:6]3[CH2:1][CH:2]([CH2:3][CH:4]1[CH2:5]3)[CH2:9]2)=[O:12]. Given the reactants [CH2:1]1[CH:6]2[CH2:7][C:8]3([C:10]([OH:12])=O)[CH2:9][CH:2]1[CH2:3][CH:4]3[CH2:5]2.[S:13]1[CH:17]=[CH:16][CH:15]=[C:14]1[CH2:18]N.[CH2:20]([N:22](CC)CC)C.CCN=C=NCCCN(C)C, predict the reaction product.